From a dataset of Reaction yield outcomes from USPTO patents with 853,638 reactions. Predict the reaction yield, written as a fraction of the theoretical maximum amount of product (1.0 means a 100% yield; for example, 0.34 means a 34% yield). The reactants are [NH2:1][CH:2]1[N:8]=[C:7]([C:9]2[CH:14]=[CH:13][CH:12]=[CH:11][CH:10]=2)[C:6]2[CH:15]=[CH:16][CH:17]=[CH:18][C:5]=2[N:4]([CH2:19][C:20]([F:23])([F:22])[F:21])[C:3]1=[O:24].C1C([N+]([O-])=O)=CC=C([Cl-][C:35]([O-])=[O:36])C=1.C(N(CC)CC)C.Cl.Cl.[O:47]=[C:48]1[NH:56][C:51]2=[N:52][CH:53]=[CH:54][CH:55]=[C:50]2[N:49]1[CH:57]1[CH2:62][CH2:61][NH:60][CH2:59][CH2:58]1. The catalyst is O1CCCC1.CS(C)=O. The product is [O:24]=[C:3]1[C@H:2]([NH:1][C:35]([N:60]2[CH2:61][CH2:62][CH:57]([N:49]3[C:50]4[C:51](=[N:52][CH:53]=[CH:54][CH:55]=4)[NH:56][C:48]3=[O:47])[CH2:58][CH2:59]2)=[O:36])[N:8]=[C:7]([C:9]2[CH:10]=[CH:11][CH:12]=[CH:13][CH:14]=2)[C:6]2[CH:15]=[CH:16][CH:17]=[CH:18][C:5]=2[N:4]1[CH2:19][C:20]([F:21])([F:23])[F:22]. The yield is 0.660.